Predict the reactants needed to synthesize the given product. From a dataset of Full USPTO retrosynthesis dataset with 1.9M reactions from patents (1976-2016). (1) Given the product [N+:31]([C:28]1[CH:27]=[C:26]([N+:34]([O-:36])=[O:35])[CH:25]=[CH:30][C:29]=1[NH:16][CH2:1][CH2:2][O:3][CH2:4][CH2:5][O:6][CH2:7][CH2:8][O:9][CH2:10][CH2:11][O:12][CH2:13][C:14]#[CH:15])([O-:33])=[O:32], predict the reactants needed to synthesize it. The reactants are: [CH2:1]([NH2:16])[CH2:2][O:3][CH2:4][CH2:5][O:6][CH2:7][CH2:8][O:9][CH2:10][CH2:11][O:12][CH2:13][C:14]#[CH:15].C(N(CC)CC)C.Cl[C:25]1[CH:30]=[CH:29][C:28]([N+:31]([O-:33])=[O:32])=[CH:27][C:26]=1[N+:34]([O-:36])=[O:35]. (2) Given the product [F:35][C:2]([F:1])([F:34])[C:3]1[N:8]=[CH:7][C:6]([CH2:9][N:10]2[CH2:17][CH2:16][C:13]3([CH2:15][CH2:14]3)[CH2:12][CH:11]2[C:18]([NH:20][C:21]2([C:24]3[CH:33]=[CH:32][C:27]([C:28]([OH:30])=[O:29])=[CH:26][CH:25]=3)[CH2:22][CH2:23]2)=[O:19])=[CH:5][CH:4]=1, predict the reactants needed to synthesize it. The reactants are: [F:1][C:2]([F:35])([F:34])[C:3]1[N:8]=[CH:7][C:6]([CH2:9][N:10]2[CH2:17][CH2:16][C:13]3([CH2:15][CH2:14]3)[CH2:12][CH:11]2[C:18]([NH:20][C:21]2([C:24]3[CH:33]=[CH:32][C:27]([C:28]([O:30]C)=[O:29])=[CH:26][CH:25]=3)[CH2:23][CH2:22]2)=[O:19])=[CH:5][CH:4]=1.[Li+].[OH-]. (3) Given the product [C:21]([C:18]1[CH:19]=[CH:20][C:15]([S:12]([NH:11][C@H:8]([C:9]#[N:10])[CH2:7][C:6]([OH:37])=[O:5])(=[O:14])=[O:13])=[C:16]([O:24][CH2:25][CH2:26][C:27]2[CH:36]=[CH:35][CH:34]=[C:33]3[C:28]=2[CH:29]=[CH:30][CH:31]=[N:32]3)[CH:17]=1)(=[O:23])[NH2:22], predict the reactants needed to synthesize it. The reactants are: C([O:5][C:6](=[O:37])[CH2:7][C@H:8]([NH:11][S:12]([C:15]1[CH:20]=[CH:19][C:18]([C:21](=[O:23])[NH2:22])=[CH:17][C:16]=1[O:24][CH2:25][CH2:26][C:27]1[CH:36]=[CH:35][CH:34]=[C:33]2[C:28]=1[CH:29]=[CH:30][CH:31]=[N:32]2)(=[O:14])=[O:13])[C:9]#[N:10])(C)(C)C.C1(C)C=CC=CC=1. (4) Given the product [ClH:21].[C:1]1([NH:7][C:8]2[C:13]([NH:14][C:15]3[CH:16]=[CH:17][CH:18]=[CH:19][CH:20]=3)=[CH:12][CH:11]=[CH:10][N:9]=2)[CH:2]=[CH:3][CH:4]=[CH:5][CH:6]=1, predict the reactants needed to synthesize it. The reactants are: [C:1]1([NH:7][C:8]2[C:13]([NH:14][C:15]3[CH:20]=[CH:19][CH:18]=[CH:17][CH:16]=3)=[CH:12][CH:11]=[CH:10][N:9]=2)[CH:6]=[CH:5][CH:4]=[CH:3][CH:2]=1.[ClH:21]. (5) Given the product [N:6]1[C:5]2[CH:7]=[CH:8][CH:9]=[CH:10][C:4]=2[NH:3][C:2]=1[NH:21][CH:11]1[C:20]2[C:15](=[CH:16][CH:17]=[CH:18][CH:19]=2)[CH2:14][CH2:13][CH2:12]1, predict the reactants needed to synthesize it. The reactants are: Cl[C:2]1[NH:3][C:4]2[CH:10]=[CH:9][CH:8]=[CH:7][C:5]=2[N:6]=1.[CH:11]1([NH2:21])[C:20]2[C:15](=[CH:16][CH:17]=[CH:18][CH:19]=2)[CH2:14][CH2:13][CH2:12]1. (6) Given the product [Cl:19][C:17]1[CH:16]=[CH:15][C:14]2[N:8]([CH2:7][C:6]([CH3:50])([CH3:51])[CH2:5][OH:4])[C:9](=[O:49])[C@@H:10]([CH2:30][C:31]([NH:33][C:34]3[CH:43]=[CH:42][CH:41]=[C:40]4[C:35]=3[CH:36]=[CH:37][CH:38]=[C:39]4[C:44]([OH:46])=[O:45])=[O:32])[O:11][C@H:12]([C:20]3[CH:25]=[CH:24][CH:23]=[C:22]([O:26][CH3:27])[C:21]=3[O:28][CH3:29])[C:13]=2[CH:18]=1, predict the reactants needed to synthesize it. The reactants are: C([O:4][CH2:5][C:6]([CH3:51])([CH3:50])[CH2:7][N:8]1[C:14]2[CH:15]=[CH:16][C:17]([Cl:19])=[CH:18][C:13]=2[C@@H:12]([C:20]2[CH:25]=[CH:24][CH:23]=[C:22]([O:26][CH3:27])[C:21]=2[O:28][CH3:29])[O:11][C@H:10]([CH2:30][C:31]([NH:33][C:34]2[CH:43]=[CH:42][CH:41]=[C:40]3[C:35]=2[CH:36]=[CH:37][CH:38]=[C:39]3[C:44]([O:46]CC)=[O:45])=[O:32])[C:9]1=[O:49])(=O)C.[OH-].[Na+].C(O)C. (7) Given the product [CH:1]1([C:4]2[NH:5][C:6]3[C:12]([C:13]([C:15]4[CH:20]=[CH:19][CH:18]=[CH:17][N:16]=4)([OH:14])[C:28]#[CH:29])=[CH:11][C:10]([C:21]4[C:22]([CH3:27])=[N:23][O:24][C:25]=4[CH3:26])=[CH:9][C:7]=3[N:8]=2)[CH2:2][CH2:3]1, predict the reactants needed to synthesize it. The reactants are: [CH:1]1([C:4]2[NH:8][C:7]3[CH:9]=[C:10]([C:21]4[C:22]([CH3:27])=[N:23][O:24][C:25]=4[CH3:26])[CH:11]=[C:12]([CH:13]([C:15]4[CH:20]=[CH:19][CH:18]=[CH:17][N:16]=4)[OH:14])[C:6]=3[N:5]=2)[CH2:3][CH2:2]1.[C:28]([Mg]Br)#[CH:29].[Cl-].[NH4+].